This data is from Catalyst prediction with 721,799 reactions and 888 catalyst types from USPTO. The task is: Predict which catalyst facilitates the given reaction. (1) Reactant: [Br:1][C:2]1[CH:3]=[C:4]2[C:9](=[CH:10][C:11]=1[OH:12])[O:8][C:7]([CH3:14])([CH3:13])[CH2:6][C:5]2=[O:15].[C:16](=O)([O-])[O-].[K+].[K+].IC.O. Product: [Br:1][C:2]1[CH:3]=[C:4]2[C:9](=[CH:10][C:11]=1[O:12][CH3:16])[O:8][C:7]([CH3:13])([CH3:14])[CH2:6][C:5]2=[O:15]. The catalyst class is: 21. (2) Reactant: [C:1]([CH:3]([C:18]1[CH:23]=[CH:22][C:21]([F:24])=[C:20]([F:25])[CH:19]=1)[CH:4]([C:10]1[C:15]([F:16])=[CH:14][CH:13]=[CH:12][C:11]=1[F:17])[CH2:5][C:6]([O:8]C)=[O:7])#[N:2].[OH-].[Na+]. Product: [C:1]([CH:3]([C:18]1[CH:23]=[CH:22][C:21]([F:24])=[C:20]([F:25])[CH:19]=1)[CH:4]([C:10]1[C:11]([F:17])=[CH:12][CH:13]=[CH:14][C:15]=1[F:16])[CH2:5][C:6]([OH:8])=[O:7])#[N:2]. The catalyst class is: 5. (3) Reactant: C([N:8]1[CH2:14][CH2:13][CH2:12][C@H:9]1[CH:10]=O)(OC(C)(C)C)=O.C(OC([N:22]([CH2:42][C:43]1[CH:48]=[CH:47][CH:46]=[CH:45][N:44]=1)[CH2:23][C:24]1[CH:29]=[CH:28][C:27]([CH2:30][NH:31][CH:32]2[C:41]3[N:40]=[CH:39][CH:38]=[CH:37][C:36]=3[CH2:35][CH2:34][CH2:33]2)=[CH:26][CH:25]=1)=O)(C)(C)C.C([BH3-])#N.[Na+]. Product: [N:44]1[CH:45]=[CH:46][CH:47]=[CH:48][C:43]=1[CH2:42][NH:22][CH2:23][C:24]1[CH:25]=[CH:26][C:27]([CH2:30][N:31]([CH2:10][C@@H:9]2[CH2:12][CH2:13][CH2:14][NH:8]2)[CH:32]2[C:41]3[N:40]=[CH:39][CH:38]=[CH:37][C:36]=3[CH2:35][CH2:34][CH2:33]2)=[CH:28][CH:29]=1. The catalyst class is: 5. (4) Reactant: [Si:1]([O:8][C:9]1[CH:14]=[CH:13][C:12]([C:15]([C:17]2[CH:22]=[C:21]([O:23][CH3:24])[CH:20]=[C:19]([O:25][CH3:26])[CH:18]=2)=O)=[CH:11][C:10]=1[O:27][CH3:28])([C:4]([CH3:7])([CH3:6])[CH3:5])([CH3:3])[CH3:2].C(OP([CH2:37][C:38]#[N:39])(=O)OCC)C.C[Si]([N-][Si](C)(C)C)(C)C.[Li+].COC1C=C(C(C2C=CC=C(OC)C=2)=CC#N)C=C(OC)C=1. The catalyst class is: 1. Product: [C:4]([Si:1]([CH3:3])([CH3:2])[O:8][C:9]1[CH:14]=[CH:13][C:12]([C:15]([C:17]2[CH:18]=[C:19]([O:25][CH3:26])[CH:20]=[C:21]([O:23][CH3:24])[CH:22]=2)=[CH:37][C:38]#[N:39])=[CH:11][C:10]=1[O:27][CH3:28])([CH3:6])([CH3:5])[CH3:7]. (5) Reactant: [F:1][C:2]1[CH:3]=[C:4]([CH:8]=[CH:9][C:10]=1[N+:11]([O-:13])=[O:12])[C:5]([OH:7])=[O:6].[CH3:14]O. Product: [F:1][C:2]1[CH:3]=[C:4]([CH:8]=[CH:9][C:10]=1[N+:11]([O-:13])=[O:12])[C:5]([O:7][CH3:14])=[O:6]. The catalyst class is: 25. (6) Reactant: [H-].[Na+].[CH2:3]([O:7][C:8]1[CH:13]=[CH:12][C:11]([S:14]([NH:17][CH3:18])(=[O:16])=[O:15])=[CH:10][CH:9]=1)[C:4]#[C:5][CH3:6].[CH2:19]([O:21][C:22]([C:24]1[C:25](Cl)=[C:26]2[C:32]([CH3:33])=[N:31][O:30][C:27]2=[N:28][CH:29]=1)=[O:23])[CH3:20]. Product: [CH2:19]([O:21][C:22]([C:24]1[C:25]([N:17]([S:14]([C:11]2[CH:12]=[CH:13][C:8]([O:7][CH2:3][C:4]#[C:5][CH3:6])=[CH:9][CH:10]=2)(=[O:15])=[O:16])[CH3:18])=[C:26]2[C:32]([CH3:33])=[N:31][O:30][C:27]2=[N:28][CH:29]=1)=[O:23])[CH3:20]. The catalyst class is: 60.